Dataset: NCI-60 drug combinations with 297,098 pairs across 59 cell lines. Task: Regression. Given two drug SMILES strings and cell line genomic features, predict the synergy score measuring deviation from expected non-interaction effect. Drug 1: C1=NC2=C(N1)C(=S)N=CN2. Drug 2: COC1=NC(=NC2=C1N=CN2C3C(C(C(O3)CO)O)O)N. Cell line: EKVX. Synergy scores: CSS=1.10, Synergy_ZIP=-1.72, Synergy_Bliss=-1.94, Synergy_Loewe=-1.84, Synergy_HSA=-1.80.